This data is from Forward reaction prediction with 1.9M reactions from USPTO patents (1976-2016). The task is: Predict the product of the given reaction. (1) The product is: [C:4]([NH:7][C:8]1[CH:23]=[CH:22][C:21]([O:24][C:25](=[O:27])[CH3:26])=[CH:20][C:9]=1[O:10][CH2:11][C@:12]1([CH3:15])[CH2:17][O:16]1)(=[O:6])[CH3:5]. Given the reactants C[O-].[Na+].[C:4]([NH:7][C:8]1[CH:23]=[CH:22][C:21]([OH:24])=[CH:20][C:9]=1[O:10][CH2:11][C@@:12]([O:16][C:17](=O)C)([CH3:15])CBr)(=[O:6])[CH3:5].[C:25](OC(=O)C)(=[O:27])[CH3:26], predict the reaction product. (2) The product is: [P:1]([OH:3])([OH:8])([O:13][CH2:14][C@@H:15]1[CH2:19][CH2:18][CH2:17][N:16]1[CH2:20][CH2:21][CH2:22][O:23][C:24]1[CH:33]=[C:32]2[C:27]([C:28]([NH:34][C:35]3[S:36][C:37]([CH2:40][C:41]([NH:43][C:44]4[CH:49]=[CH:48][C:47]([F:50])=[C:46]([F:51])[CH:45]=4)=[O:42])=[CH:38][N:39]=3)=[N:29][CH:30]=[N:31]2)=[CH:26][C:25]=1[O:52][CH3:53])=[O:2]. Given the reactants [P:1]([O:13][CH2:14][C@@H:15]1[CH2:19][CH2:18][CH2:17][N:16]1[CH2:20][CH2:21][CH2:22][O:23][C:24]1[CH:33]=[C:32]2[C:27]([C:28]([NH:34][C:35]3[S:36][C:37]([CH2:40][C:41]([NH:43][C:44]4[CH:49]=[CH:48][C:47]([F:50])=[C:46]([F:51])[CH:45]=4)=[O:42])=[CH:38][N:39]=3)=[N:29][CH:30]=[N:31]2)=[CH:26][C:25]=1[O:52][CH3:53])([O:8]C(C)(C)C)([O:3]C(C)(C)C)=[O:2].Cl, predict the reaction product. (3) Given the reactants [Cl:1][C:2]1[CH:3]=[C:4]([C:9]2[N:13]([C:14]3[CH:19]=[CH:18]C=CN=3)[N:12]=[C:11]([C:20]([OH:22])=[O:21])[CH:10]=2)[CH:5]=[C:6]([F:8])[CH:7]=1.Cl.[CH3:24][O:25][C:26]1[CH:31]=C(NN)C=C[N:27]=1, predict the reaction product. The product is: [Cl:1][C:2]1[CH:3]=[C:4]([C:9]2[N:13]([C:14]3[CH:19]=[CH:18][N:27]=[C:26]([O:25][CH3:24])[CH:31]=3)[N:12]=[C:11]([C:20]([OH:22])=[O:21])[CH:10]=2)[CH:5]=[C:6]([F:8])[CH:7]=1. (4) Given the reactants [OH-].[Na+].[NH2:3][C:4]1[S:5][C:6]2[CH:17]=[CH:16][CH:15]=[CH:14][C:7]=2[C:8]=1[C:9]([O:11]CC)=[O:10].Cl, predict the reaction product. The product is: [NH2:3][C:4]1[S:5][C:6]2[CH:17]=[CH:16][CH:15]=[CH:14][C:7]=2[C:8]=1[C:9]([OH:11])=[O:10]. (5) Given the reactants [CH3:1][O:2][C:3]1[C:12]([N+:13]([O-])=O)=[CH:11][CH:10]=[CH:9][C:4]=1[C:5]([O:7][CH3:8])=[O:6], predict the reaction product. The product is: [NH2:13][C:12]1[C:3]([O:2][CH3:1])=[C:4]([CH:9]=[CH:10][CH:11]=1)[C:5]([O:7][CH3:8])=[O:6]. (6) Given the reactants [C:1]([O:5][C:6]([N:8]1[C:12]([CH3:13])=[CH:11][CH:10]=[C:9]1[CH3:14])=[O:7])([CH3:4])([CH3:3])[CH3:2].[C:15]([C:21]([O:23][CH3:24])=[O:22])#[C:16][C:17]([O:19][CH3:20])=[O:18], predict the reaction product. The product is: [CH3:20][O:19][C:17]([C:16]1[C:12]2([CH3:13])[N:8]([C:6]([O:5][C:1]([CH3:4])([CH3:3])[CH3:2])=[O:7])[C:9]([CH3:14])([C:15]=1[C:21]([O:23][CH3:24])=[O:22])[CH:10]=[CH:11]2)=[O:18]. (7) Given the reactants Cl.[NH2:2][N:3]1[C:12]2[N:11]=[C:10]([N:13]3[CH:17]=[CH:16][N:15]=[C:14]3[C:18]3[CH:23]=[CH:22][CH:21]=[CH:20][CH:19]=3)[N:9]=[CH:8][C:7]=2[N:6]([CH3:24])[C:5](=[O:25])[CH:4]1[CH2:26][CH3:27].Br[CH2:29][CH2:30][CH2:31][CH2:32]Br.C(=O)([O-])[O-].[K+].[K+], predict the reaction product. The product is: [CH2:26]([CH:4]1[N:3]([N:2]2[CH2:32][CH2:31][CH2:30][CH2:29]2)[C:12]2[N:11]=[C:10]([N:13]3[CH:17]=[CH:16][N:15]=[C:14]3[C:18]3[CH:23]=[CH:22][CH:21]=[CH:20][CH:19]=3)[N:9]=[CH:8][C:7]=2[N:6]([CH3:24])[C:5]1=[O:25])[CH3:27]. (8) The product is: [Cl:20][C:21]1[CH:26]=[CH:25][N:24]=[C:23]([CH2:27][NH:28][C:29]2[O:30][C:31]3[C:37]([O:38][CH3:39])=[CH:36][C:35]([C:40]([N:15]4[CH2:16][CH:11]([CH3:10])[CH2:12][CH2:13][CH:14]4[CH2:17][CH2:18][OH:19])=[O:41])=[CH:34][C:32]=3[N:33]=2)[CH:22]=1. Given the reactants C(N(CC)C(C)C)(C)C.[CH3:10][CH:11]1[CH2:16][NH:15][CH:14]([CH2:17][CH2:18][OH:19])[CH2:13][CH2:12]1.[Cl:20][C:21]1[CH:26]=[CH:25][N:24]=[C:23]([CH2:27][NH:28][C:29]2[O:30][C:31]3[C:37]([O:38][CH3:39])=[CH:36][C:35]([C:40](O)=[O:41])=[CH:34][C:32]=3[N:33]=2)[CH:22]=1.CN(C(ON1N=NC2C=CC=NC1=2)=[N+](C)C)C.F[P-](F)(F)(F)(F)F, predict the reaction product.